Dataset: Reaction yield outcomes from USPTO patents with 853,638 reactions. Task: Predict the reaction yield, written as a fraction of the theoretical maximum amount of product (1.0 means a 100% yield; for example, 0.34 means a 34% yield). (1) The reactants are B(F)(F)F.C[O+](C)C.[CH2:9]([O:16][C:17]1[CH:22]=[C:21]([O:23][CH2:24][C:25]2[CH:30]=[CH:29][CH:28]=[CH:27][CH:26]=2)[C:20]([Br:31])=[CH:19][C:18]=1[C:32]1ON=[C:34]([CH3:37])[C:33]=1[C:38]1[CH:43]=[CH:42][C:41]([O:44][CH3:45])=[CH:40][CH:39]=1)[C:10]1[CH:15]=[CH:14][CH:13]=[CH:12][CH:11]=1.Cl.[NH2:47][OH:48].C(=O)([O-])[O-].[K+].[K+]. The catalyst is ClCCl.CO. The product is [CH2:9]([O:16][C:17]1[CH:22]=[C:21]([O:23][CH2:24][C:25]2[CH:30]=[CH:29][CH:28]=[CH:27][CH:26]=2)[C:20]([Br:31])=[CH:19][C:18]=1[C:32]1[C:33]([C:38]2[CH:39]=[CH:40][C:41]([O:44][CH3:45])=[CH:42][CH:43]=2)=[C:34]([CH3:37])[O:48][N:47]=1)[C:10]1[CH:15]=[CH:14][CH:13]=[CH:12][CH:11]=1. The yield is 0.370. (2) The yield is 0.570. No catalyst specified. The reactants are Cl.[CH:2]([N:5]1[C:9]([C:10]2[N:19]=[C:18]3[N:12]([CH2:13][CH2:14][O:15][C:16]4[CH:23]=[C:22]([C@H:24]5[CH2:29][CH2:28][NH:27][CH2:26][C@H:25]5[OH:30])[CH:21]=[CH:20][C:17]=43)[CH:11]=2)=[N:8][CH:7]=[N:6]1)([CH3:4])[CH3:3].[CH3:31][N:32]([CH3:37])[C:33](=[O:36])[CH2:34]Cl. The product is [OH:30][C@H:25]1[C@@H:24]([C:22]2[CH:21]=[CH:20][C:17]3[C:18]4[N:12]([CH:11]=[C:10]([C:9]5[N:5]([CH:2]([CH3:4])[CH3:3])[N:6]=[CH:7][N:8]=5)[N:19]=4)[CH2:13][CH2:14][O:15][C:16]=3[CH:23]=2)[CH2:29][CH2:28][N:27]([CH2:34][C:33]([N:32]([CH3:37])[CH3:31])=[O:36])[CH2:26]1. (3) The reactants are [NH2:1][C@H:2]1[C@@H:7]([NH:8][C:9]([C:11]2[NH:12][C:13]([CH2:17][CH3:18])=[C:14]([Cl:16])[N:15]=2)=[O:10])[CH2:6][CH2:5][N:4]([C:19]2[S:20][C:21]3[C:27]([C:28]([O:30][CH2:31][CH3:32])=[O:29])=[CH:26][CH:25]=[CH:24][C:22]=3[N:23]=2)[CH2:3]1.[CH:33]1([CH:36]=O)[CH2:35][CH2:34]1.C(O[BH-](OC(=O)C)OC(=O)C)(=O)C.[Na+]. No catalyst specified. The product is [Cl:16][C:14]1[N:15]=[C:11]([C:9]([NH:8][C@H:7]2[CH2:6][CH2:5][N:4]([C:19]3[S:20][C:21]4[C:27]([C:28]([O:30][CH2:31][CH3:32])=[O:29])=[CH:26][CH:25]=[CH:24][C:22]=4[N:23]=3)[CH2:3][C@H:2]2[NH:1][CH2:36][CH:33]2[CH2:35][CH2:34]2)=[O:10])[NH:12][C:13]=1[CH2:17][CH3:18]. The yield is 0.930. (4) The reactants are [NH2:1][C:2]1[N:3]=[C:4]([NH:18][CH:19]2[CH2:24][CH2:23][NH:22][CH2:21][CH2:20]2)[S:5][C:6]=1[C:7]([C:9]1[CH:14]=[CH:13][C:12]([O:15][CH3:16])=[C:11]([F:17])[CH:10]=1)=[O:8].[CH3:25][N:26]([CH3:31])[S:27](Cl)(=[O:29])=[O:28].C(N(C(C)C)CC)(C)C. The catalyst is C(OCC)(=O)C. The product is [CH3:25][N:26]([CH3:31])[S:27]([N:22]1[CH2:23][CH2:24][CH:19]([NH:18][C:4]2[S:5][C:6]([C:7](=[O:8])[C:9]3[CH:14]=[CH:13][C:12]([O:15][CH3:16])=[C:11]([F:17])[CH:10]=3)=[C:2]([NH2:1])[N:3]=2)[CH2:20][CH2:21]1)(=[O:29])=[O:28]. The yield is 0.220.